This data is from Reaction yield outcomes from USPTO patents with 853,638 reactions. The task is: Predict the reaction yield, written as a fraction of the theoretical maximum amount of product (1.0 means a 100% yield; for example, 0.34 means a 34% yield). (1) The reactants are [OH:1][C:2]1[C:11]2[C:6](=[CH:7][CH:8]=[CH:9][CH:10]=2)[C@@:5]([CH3:17])([CH2:12][CH2:13][CH:14]([CH3:16])[CH3:15])[C:4](=[O:18])[C:3]=1[C:19]1[NH:24][C:23]2[CH:25]=[CH:26][C:27]([NH:29]C(=O)OC(C)(C)C)=[CH:28][C:22]=2[S:21](=[O:38])(=[O:37])[N:20]=1.[ClH:39]. The catalyst is O1CCOCC1. The product is [ClH:39].[NH2:29][C:27]1[CH:26]=[CH:25][C:23]2[NH:24][C:19]([C:3]3[C:4](=[O:18])[C@:5]([CH3:17])([CH2:12][CH2:13][CH:14]([CH3:16])[CH3:15])[C:6]4[C:11]([C:2]=3[OH:1])=[CH:10][CH:9]=[CH:8][CH:7]=4)=[N:20][S:21](=[O:38])(=[O:37])[C:22]=2[CH:28]=1. The yield is 0.850. (2) The reactants are [CH3:1][C:2]1([CH3:15])[CH2:13][C:12]2[C:4](=[CH:5][C:6]3[CH:7]=[C:8]([CH3:14])[CH2:9][C:10]=3[CH:11]=2)[CH2:3]1.[Li]CCCC.C1COCC1.[Cl:26][Si:27](Cl)([CH3:29])[CH3:28]. The catalyst is C1(C)C=CC=CC=1. The product is [Cl:26][Si:27]([CH3:29])([CH3:28])[CH:9]1[C:10]2[C:6](=[CH:5][C:4]3[CH2:3][C:2]([CH3:15])([CH3:1])[CH2:13][C:12]=3[CH:11]=2)[CH:7]=[C:8]1[CH3:14]. The yield is 1.00.